This data is from Forward reaction prediction with 1.9M reactions from USPTO patents (1976-2016). The task is: Predict the product of the given reaction. Given the reactants [CH3:1][C:2]1[S:3][C:4]2[CH:10]=[CH:9][C:8]([NH2:11])=[CH:7][C:5]=2[N:6]=1.C(OCC)C.C(=O)(O)[O-].[Na+].[Cl:22][CH2:23][C:24](Cl)=[O:25], predict the reaction product. The product is: [Cl:22][CH2:23][C:24]([NH:11][C:8]1[CH:9]=[CH:10][C:4]2[S:3][C:2]([CH3:1])=[N:6][C:5]=2[CH:7]=1)=[O:25].